Dataset: Forward reaction prediction with 1.9M reactions from USPTO patents (1976-2016). Task: Predict the product of the given reaction. (1) The product is: [CH3:16][C:8]1[CH:13]=[CH:12][C:11]([C:14]([NH:1][C:2]2[CH:7]=[CH:6][N:5]=[CH:4][CH:3]=2)=[NH:15])=[CH:10][CH:9]=1. Given the reactants [NH2:1][C:2]1[CH:7]=[CH:6][N:5]=[CH:4][CH:3]=1.[C:8]1([CH3:16])[CH:13]=[CH:12][C:11]([C:14]#[N:15])=[CH:10][CH:9]=1, predict the reaction product. (2) Given the reactants [C:1]([NH:4][C@@H:5]1[C@@H:10]([NH2:11])[CH2:9][C:8]([C:12](NCCNC(=O)CC/C=C\C/C=C\C/C=C\C/C=C\C/C=C\C/C=C\CC)=[O:13])=[CH:7][C@H:6]1[O:41][CH:42]([CH2:45][CH3:46])[CH2:43][CH3:44])(=[O:3])[CH3:2].[NH2:47][CH2:48][CH2:49][N:50]([CH3:77])[CH2:51][CH2:52][NH:53][C:54](=[O:76])[CH2:55][CH2:56]/[CH:57]=[CH:58]\[CH2:59]/[CH:60]=[CH:61]\[CH2:62]/[CH:63]=[CH:64]\[CH2:65]/[CH:66]=[CH:67]\[CH2:68]/[CH:69]=[CH:70]\[CH2:71]/[CH:72]=[CH:73]\[CH2:74][CH3:75], predict the reaction product. The product is: [C:1]([NH:4][C@@H:5]1[C@@H:10]([NH2:11])[CH2:9][C:8]([C:12]([NH:47][CH2:48][CH2:49][N:50]([CH2:51][CH2:52][NH:53][C:54](=[O:76])[CH2:55][CH2:56]/[CH:57]=[CH:58]\[CH2:59]/[CH:60]=[CH:61]\[CH2:62]/[CH:63]=[CH:64]\[CH2:65]/[CH:66]=[CH:67]\[CH2:68]/[CH:69]=[CH:70]\[CH2:71]/[CH:72]=[CH:73]\[CH2:74][CH3:75])[CH3:77])=[O:13])=[CH:7][C@H:6]1[O:41][CH:42]([CH2:43][CH3:44])[CH2:45][CH3:46])(=[O:3])[CH3:2].